Dataset: Reaction yield outcomes from USPTO patents with 853,638 reactions. Task: Predict the reaction yield, written as a fraction of the theoretical maximum amount of product (1.0 means a 100% yield; for example, 0.34 means a 34% yield). (1) The reactants are CC(C)([O-])C.[Na+].[S:7]1[C:11]2[CH:12]=[CH:13][CH:14]=[CH:15][C:10]=2[N:9]=[C:8]1[NH:16][C@H:17]1[CH2:20][C@H:19]([NH2:21])[CH2:18]1.Cl[C:23]1[C:28]([CH2:29][C:30]([O:32][CH3:33])=[O:31])=[CH:27][CH:26]=[CH:25][N:24]=1.O1CCOCC1. The catalyst is O.[Pd](Cl)Cl. The product is [S:7]1[C:11]2[CH:12]=[CH:13][CH:14]=[CH:15][C:10]=2[N:9]=[C:8]1[NH:16][C@H:17]1[CH2:18][C@H:19]([NH:21][C:23]2[C:28]([CH2:29][C:30]([O:32][CH3:33])=[O:31])=[CH:27][CH:26]=[CH:25][N:24]=2)[CH2:20]1.[S:7]1[C:11]2[CH:12]=[CH:13][CH:14]=[CH:15][C:10]=2[N:9]=[C:8]1[NH:16][C@H:17]1[CH2:18][C@H:19]([N:21]2[C:23]3=[N:24][CH:25]=[CH:26][CH:27]=[C:28]3[CH2:29][C:30]2=[O:31])[CH2:20]1. The yield is 0.182. (2) The reactants are [CH2:1]([N:3]([CH2:12][C:13]1[CH:18]=[CH:17][C:16]([CH2:19][N:20]2[CH2:25][CH2:24][N:23]([C:26]3[C:31]([C:32]([O:34][CH:35]([CH3:37])[CH3:36])=[O:33])=[CH:30][CH:29]=[CH:28][N:27]=3)[CH2:22][CH2:21]2)=[CH:15][CH:14]=1)[CH2:4][C:5]1[CH:10]=[CH:9][CH:8]=[CH:7][C:6]=1[F:11])[CH3:2].[ClH:38]. The catalyst is C(OCC)C. The product is [ClH:38].[ClH:38].[CH2:1]([N:3]([CH2:12][C:13]1[CH:14]=[CH:15][C:16]([CH2:19][N:20]2[CH2:25][CH2:24][N:23]([C:26]3[C:31]([C:32]([O:34][CH:35]([CH3:36])[CH3:37])=[O:33])=[CH:30][CH:29]=[CH:28][N:27]=3)[CH2:22][CH2:21]2)=[CH:17][CH:18]=1)[CH2:4][C:5]1[CH:10]=[CH:9][CH:8]=[CH:7][C:6]=1[F:11])[CH3:2]. The yield is 0.860. (3) The reactants are [N+:1](=[CH:3][Si:4]([CH3:7])([CH3:6])[CH3:5])=[N-:2].C([Li])CCC.[CH3:13][C:14]1([CH3:44])[CH2:19][O:18][CH2:17][CH2:16][N:15]1[C:20]([C:22]1[C:23]2[CH2:39][O:38][C:37]3[CH:36]=[C:35]([O:40][CH3:41])[C:34]([C:42]#[N:43])=[CH:33][C:32]=3[C:24]=2[N:25]([C:27]2[CH:31]=[CH:30][S:29][CH:28]=2)[N:26]=1)=[O:21]. The catalyst is C(OCC)C. The product is [CH3:13][C:14]1([CH3:44])[CH2:19][O:18][CH2:17][CH2:16][N:15]1[C:20]([C:22]1[C:23]2[CH2:39][O:38][C:37]3[CH:36]=[C:35]([O:40][CH3:41])[C:34]([C:42]4[N:2]=[N:1][CH:3]([Si:4]([CH3:7])([CH3:6])[CH3:5])[N:43]=4)=[CH:33][C:32]=3[C:24]=2[N:25]([C:27]2[CH:31]=[CH:30][S:29][CH:28]=2)[N:26]=1)=[O:21]. The yield is 0.290. (4) The reactants are Cl[S:2]([C:5]1[CH:6]=[C:7]2[C:11](=[CH:12][CH:13]=1)[NH:10][C:9](=[O:14])[CH2:8]2)(=[O:4])=[O:3].[OH-].[NH4+:16]. The catalyst is C(O)C. The product is [NH2:16][S:2]([C:5]1[CH:6]=[C:7]2[C:11](=[CH:12][CH:13]=1)[NH:10][C:9](=[O:14])[CH2:8]2)(=[O:4])=[O:3]. The yield is 0.200. (5) The reactants are [C:1]1([CH3:11])[CH:6]=[CH:5][CH:4]=[C:3]([S:7](Cl)(=[O:9])=[O:8])[CH:2]=1.[CH3:12][O:13][C:14]1[CH:19]=[C:18]([CH3:20])[CH:17]=[CH:16][C:15]=1[OH:21].C(N(CC)CC)C. The catalyst is C(Cl)Cl. The product is [CH3:11][C:1]1[CH:2]=[C:3]([S:7]([O:21][C:15]2[CH:16]=[CH:17][C:18]([CH3:20])=[CH:19][C:14]=2[O:13][CH3:12])(=[O:9])=[O:8])[CH:4]=[CH:5][CH:6]=1. The yield is 0.990. (6) The yield is 0.590. The product is [CH3:16][O:17][C:18]1[CH:23]=[CH:22][C:21]([CH2:24][CH2:25][N:26]([CH3:27])[C:9](=[O:11])[CH2:8][N:7]2[C:2](=[O:1])[C:3]3[CH:15]=[CH:14][CH:13]=[CH:12][C:4]=3[N:5]=[N:6]2)=[CH:20][CH:19]=1. No catalyst specified. The reactants are [O:1]=[C:2]1[N:7]([CH2:8][C:9]([OH:11])=O)[N:6]=[N:5][C:4]2[CH:12]=[CH:13][CH:14]=[CH:15][C:3]1=2.[CH3:16][O:17][C:18]1[CH:23]=[CH:22][C:21]([CH2:24][CH2:25][NH:26][CH3:27])=[CH:20][CH:19]=1. (7) The reactants are [CH3:1][O:2][C:3](=[O:35])[CH2:4][C:5]1[CH:10]=[C:9]([C:11]2[CH:16]=[CH:15][C:14]([C:17]([F:20])([F:19])[F:18])=[CH:13][CH:12]=2)[N:8]=[C:7]([C:21]2[CH:26]=[C:25]([C:27]([F:30])([F:29])[F:28])[CH:24]=[C:23]([C:31]([F:34])([F:33])[F:32])[CH:22]=2)[CH:6]=1.C[Si]([N-][Si](C)(C)C)(C)C.[K+].Br[CH2:47][C:48]([CH3:50])=[CH2:49]. The catalyst is C1COCC1. The product is [CH3:1][O:2][C:3](=[O:35])[CH:4]([C:5]1[CH:10]=[C:9]([C:11]2[CH:16]=[CH:15][C:14]([C:17]([F:19])([F:20])[F:18])=[CH:13][CH:12]=2)[N:8]=[C:7]([C:21]2[CH:22]=[C:23]([C:31]([F:33])([F:34])[F:32])[CH:24]=[C:25]([C:27]([F:28])([F:29])[F:30])[CH:26]=2)[CH:6]=1)[CH2:49][C:48]([CH3:50])=[CH2:47]. The yield is 0.510.